From a dataset of Catalyst prediction with 721,799 reactions and 888 catalyst types from USPTO. Predict which catalyst facilitates the given reaction. Reactant: [CH2:1]([N:3]1[C:9]2[CH:10]=[C:11]([N+:14]([O-])=O)[CH:12]=[CH:13][C:8]=2[C:7](=[O:17])[N:6]([CH2:18][C:19]([N:21]([CH3:23])[CH3:22])=[O:20])[CH2:5][CH2:4]1)[CH3:2].C(O)C. Product: [NH2:14][C:11]1[CH:12]=[CH:13][C:8]2[C:7](=[O:17])[N:6]([CH2:18][C:19]([N:21]([CH3:22])[CH3:23])=[O:20])[CH2:5][CH2:4][N:3]([CH2:1][CH3:2])[C:9]=2[CH:10]=1. The catalyst class is: 45.